This data is from Forward reaction prediction with 1.9M reactions from USPTO patents (1976-2016). The task is: Predict the product of the given reaction. (1) Given the reactants [NH2:1][C:2]1[CH:7]=[C:6]([CH2:8]O)[CH:5]=[CH:4][C:3]=1[C:10](=[O:12])[CH3:11].S(Cl)([Cl:15])=O, predict the reaction product. The product is: [ClH:15].[NH2:1][C:2]1[CH:7]=[C:6]([CH2:8][Cl:15])[CH:5]=[CH:4][C:3]=1[C:10](=[O:12])[CH3:11]. (2) The product is: [OH:20][C:19]1([C:21]([F:24])([F:23])[F:22])[CH2:18][C:17](=[O:16])[NH:7][C:6]2[N:2]([CH3:1])[N:3]=[C:4]([C:8]3[CH:9]=[CH:10][CH:11]=[CH:12][CH:13]=3)[C:5]1=2. Given the reactants [CH3:1][N:2]1[C:6]([NH2:7])=[CH:5][C:4]([C:8]2[CH:13]=[CH:12][CH:11]=[CH:10][CH:9]=2)=[N:3]1.C([O:16][C:17](=O)[CH2:18][C:19]([C:21]([F:24])([F:23])[F:22])=[O:20])C, predict the reaction product. (3) Given the reactants [C:1]([O:5][C:6](=[O:30])[NH:7][CH:8]1[CH2:13][CH2:12][CH:11]([NH:14][C:15]([C:17]2[C:18]([NH:23][CH:24]3[CH2:29][CH2:28][S:27][CH2:26][CH2:25]3)=[N:19][CH:20]=[CH:21][CH:22]=2)=[O:16])[CH2:10][CH2:9]1)([CH3:4])([CH3:3])[CH3:2].[C:31](N1C=CN=C1)(N1C=CN=C1)=[O:32].[H-].[Na+].O, predict the reaction product. The product is: [O:32]=[C:31]1[N:23]([CH:24]2[CH2:25][CH2:26][S:27][CH2:28][CH2:29]2)[C:18]2[N:19]=[CH:20][CH:21]=[CH:22][C:17]=2[C:15](=[O:16])[N:14]1[C@@H:11]1[CH2:12][CH2:13][C@H:8]([NH:7][C:6](=[O:30])[O:5][C:1]([CH3:4])([CH3:2])[CH3:3])[CH2:9][CH2:10]1. (4) Given the reactants [CH:1]12C[CH:4]([CH2:5][CH2:6]1)[CH2:3][CH:2]2[NH:8][C:9](=[O:31])[C@H:10]([CH3:30])[CH2:11][C@H:12]([OH:29])[C@@H:13]([NH:21][C:22]([O:24][C:25]([CH3:28])([CH3:27])[CH3:26])=[O:23])[CH2:14][C:15]1[CH:20]=[CH:19][CH:18]=[CH:17][CH:16]=1.C1(N)CCCCC1, predict the reaction product. The product is: [CH:2]1([NH:8][C:9](=[O:31])[C@H:10]([CH3:30])[CH2:11][C@H:12]([OH:29])[C@@H:13]([NH:21][C:22]([O:24][C:25]([CH3:26])([CH3:27])[CH3:28])=[O:23])[CH2:14][C:15]2[CH:16]=[CH:17][CH:18]=[CH:19][CH:20]=2)[CH2:1][CH2:6][CH2:5][CH2:4][CH2:3]1.